Dataset: Forward reaction prediction with 1.9M reactions from USPTO patents (1976-2016). Task: Predict the product of the given reaction. (1) The product is: [CH3:24][CH:23]([C@H:20]([N:15]1[C:16]2=[CH:17][C:18]([O:37][CH3:35])=[C:9]([CH2:8][C:4]3[CH:5]=[CH:6][CH:7]=[C:2]([Cl:1])[C:3]=3[F:30])[CH:10]=[C:11]2[C:12](=[O:29])[C:13]([C:26]([OH:28])=[O:27])=[CH:14]1)[CH2:21][OH:22])[CH3:25]. Given the reactants [Cl:1][C:2]1[C:3]([F:30])=[C:4]([CH2:8][C:9]2[CH:10]=[C:11]3[C:16](=[CH:17][C:18]=2F)[N:15]([C@@H:20]([CH:23]([CH3:25])[CH3:24])[CH2:21][OH:22])[CH:14]=[C:13]([C:26]([OH:28])=[O:27])[C:12]3=[O:29])[CH:5]=[CH:6][CH:7]=1.C[O-].[Na+].Cl.[C:35](OCC)(=[O:37])C, predict the reaction product. (2) Given the reactants Cl[C:2]1[C:3]([NH2:12])=[N:4][C:5]2[C:10]([N:11]=1)=[CH:9][CH:8]=[CH:7][CH:6]=2.[NH2:13][CH:14]([CH2:17][CH3:18])[CH2:15][CH3:16], predict the reaction product. The product is: [CH3:16][CH2:15][CH:14]([NH:13][C:2]1[C:3]([NH2:12])=[N:4][C:5]2[C:10](=[CH:9][CH:8]=[CH:7][CH:6]=2)[N:11]=1)[CH2:17][CH3:18].